Dataset: NCI-60 drug combinations with 297,098 pairs across 59 cell lines. Task: Regression. Given two drug SMILES strings and cell line genomic features, predict the synergy score measuring deviation from expected non-interaction effect. (1) Drug 2: C1CNP(=O)(OC1)N(CCCl)CCCl. Drug 1: C1=CC(=CC=C1CCC2=CNC3=C2C(=O)NC(=N3)N)C(=O)NC(CCC(=O)O)C(=O)O. Cell line: SK-MEL-28. Synergy scores: CSS=8.82, Synergy_ZIP=-3.03, Synergy_Bliss=-2.08, Synergy_Loewe=-20.6, Synergy_HSA=-2.06. (2) Drug 1: CCC1(CC2CC(C3=C(CCN(C2)C1)C4=CC=CC=C4N3)(C5=C(C=C6C(=C5)C78CCN9C7C(C=CC9)(C(C(C8N6C)(C(=O)OC)O)OC(=O)C)CC)OC)C(=O)OC)O.OS(=O)(=O)O. Drug 2: C1=CC=C(C=C1)NC(=O)CCCCCCC(=O)NO. Cell line: OVCAR-8. Synergy scores: CSS=40.1, Synergy_ZIP=7.74, Synergy_Bliss=8.20, Synergy_Loewe=-0.291, Synergy_HSA=0.461.